From a dataset of NCI-60 drug combinations with 297,098 pairs across 59 cell lines. Regression. Given two drug SMILES strings and cell line genomic features, predict the synergy score measuring deviation from expected non-interaction effect. (1) Drug 1: CC1C(C(CC(O1)OC2CC(CC3=C2C(=C4C(=C3O)C(=O)C5=C(C4=O)C(=CC=C5)OC)O)(C(=O)CO)O)N)O.Cl. Drug 2: C1CN(CCN1C(=O)CCBr)C(=O)CCBr. Cell line: HS 578T. Synergy scores: CSS=17.9, Synergy_ZIP=-3.98, Synergy_Bliss=1.71, Synergy_Loewe=-1.22, Synergy_HSA=0.699. (2) Drug 1: CN1CCC(CC1)COC2=C(C=C3C(=C2)N=CN=C3NC4=C(C=C(C=C4)Br)F)OC. Drug 2: C1C(C(OC1N2C=C(C(=O)NC2=O)F)CO)O. Cell line: SR. Synergy scores: CSS=1.27, Synergy_ZIP=-25.1, Synergy_Bliss=-54.6, Synergy_Loewe=-64.9, Synergy_HSA=-54.5. (3) Drug 1: C1=C(C(=O)NC(=O)N1)N(CCCl)CCCl. Drug 2: CCCCCOC(=O)NC1=NC(=O)N(C=C1F)C2C(C(C(O2)C)O)O. Cell line: RXF 393. Synergy scores: CSS=19.1, Synergy_ZIP=-3.14, Synergy_Bliss=2.61, Synergy_Loewe=3.85, Synergy_HSA=4.17. (4) Drug 1: CS(=O)(=O)C1=CC(=C(C=C1)C(=O)NC2=CC(=C(C=C2)Cl)C3=CC=CC=N3)Cl. Drug 2: CC1=CC2C(CCC3(C2CCC3(C(=O)C)OC(=O)C)C)C4(C1=CC(=O)CC4)C. Cell line: UACC62. Synergy scores: CSS=1.00, Synergy_ZIP=-0.0466, Synergy_Bliss=-2.00, Synergy_Loewe=-4.09, Synergy_HSA=-3.30. (5) Drug 1: CN(C)C1=NC(=NC(=N1)N(C)C)N(C)C. Drug 2: CC(C)(C#N)C1=CC(=CC(=C1)CN2C=NC=N2)C(C)(C)C#N. Cell line: RXF 393. Synergy scores: CSS=-1.91, Synergy_ZIP=-0.381, Synergy_Bliss=-4.20, Synergy_Loewe=-8.53, Synergy_HSA=-7.32.